This data is from Reaction yield outcomes from USPTO patents with 853,638 reactions. The task is: Predict the reaction yield, written as a fraction of the theoretical maximum amount of product (1.0 means a 100% yield; for example, 0.34 means a 34% yield). (1) The catalyst is C1(C)C=CC=CC=1. The yield is 0.560. The product is [ClH:25].[Br:24][C:16]1[C:17]([N:19]([CH3:23])[CH:20]([CH3:21])[CH3:22])=[N:18][C:12]2[O:11][CH2:10][CH2:9][NH:8][CH2:14][C:13]=2[N:15]=1. The reactants are C([N:8]1[CH2:14][C:13]2[N:15]=[C:16]([Br:24])[C:17]([N:19]([CH3:23])[CH:20]([CH3:22])[CH3:21])=[N:18][C:12]=2[O:11][CH2:10][CH2:9]1)C1C=CC=CC=1.[Cl:25]C(OC(Cl)C)=O. (2) The reactants are [Cl:1][C:2]1[S:6][C:5]([CH2:7][N:8]2[C:16]3[C:11](=[CH:12][CH:13]=[CH:14][CH:15]=3)[C:10](=O)[C:9]2=[O:18])=[CH:4][CH:3]=1.[F:19][C:20]([F:29])([F:28])[C:21]1[CH:22]=[C:23]([CH:25]=[CH:26][CH:27]=1)[NH2:24]. No catalyst specified. The product is [Cl:1][C:2]1[S:6][C:5]([CH2:7][N:8]2[C:16]3[C:11](=[CH:12][CH:13]=[CH:14][CH:15]=3)[C:10](=[N:24][C:23]3[CH:25]=[CH:26][CH:27]=[C:21]([C:20]([F:19])([F:28])[F:29])[CH:22]=3)[C:9]2=[O:18])=[CH:4][CH:3]=1. The yield is 0.610. (3) The reactants are C(Cl)(=O)C(Cl)=O.[O:7]=[C:8]([C:12]1[S:13][CH:14]=[CH:15][CH:16]=1)[C:9]([OH:11])=[O:10].[N:17]12[CH2:24][CH2:23][CH:20]([CH2:21][CH2:22]1)[C@@H:19](O)[CH2:18]2. The catalyst is CN(C)C=O.C(Cl)(Cl)Cl. The product is [N:17]12[CH2:24][CH2:23][CH:20]([CH2:21][CH2:22]1)[C@@H:19]([O:10][C:9](=[O:11])[C:8](=[O:7])[C:12]1[S:13][CH:14]=[CH:15][CH:16]=1)[CH2:18]2. The yield is 0.926.